This data is from Forward reaction prediction with 1.9M reactions from USPTO patents (1976-2016). The task is: Predict the product of the given reaction. (1) Given the reactants C(N(CC)CC)C.[Cl:8][C:9]1[CH:10]=[C:11]([C:17]2[CH:21]=[CH:20][N:19]([CH2:22][C@@H:23]([NH:25][C:26]([C:28]3[NH:32][N:31]=[C:30]([CH:33](O)[CH3:34])[CH:29]=3)=[O:27])[CH3:24])[N:18]=2)[CH:12]=[CH:13][C:14]=1[C:15]#[N:16].CS(Cl)(=O)=O, predict the reaction product. The product is: [Cl:8][C:9]1[CH:10]=[C:11]([C:17]2[CH:21]=[CH:20][N:19]([CH2:22][C@@H:23]([NH:25][C:26]([C:28]3[NH:32][N:31]=[C:30]([CH:33]=[CH2:34])[CH:29]=3)=[O:27])[CH3:24])[N:18]=2)[CH:12]=[CH:13][C:14]=1[C:15]#[N:16]. (2) Given the reactants [CH3:1][O:2][C:3]1[CH:4]=[C:5]2[C:10](=[CH:11][C:12]=1[O:13][CH3:14])[N:9]=[CH:8][CH:7]=[C:6]2[O:15][C:16]1[CH:22]=[CH:21][C:19]([NH2:20])=[C:18]([CH3:23])[C:17]=1[CH3:24].Cl[C:26](Cl)([O:28][C:29](=[O:35])OC(Cl)(Cl)Cl)Cl.O[C:38]1[CH:39]=[C:40]([CH:43]=C[CH:45]=1)[C:41]#[N:42].C(=O)(O)[O-].[Na+], predict the reaction product. The product is: [CH3:1][O:2][C:3]1[CH:4]=[C:5]2[C:10](=[CH:11][C:12]=1[O:13][CH3:14])[N:9]=[CH:8][CH:7]=[C:6]2[O:15][C:16]1[CH:22]=[CH:21][C:19]([NH:20][C:29](=[O:35])[O:28][C:26]2[CH:45]=[CH:38][CH:39]=[C:40]([C:41]#[N:42])[CH:43]=2)=[C:18]([CH3:23])[C:17]=1[CH3:24]. (3) Given the reactants [F:1][C:2]1[CH:7]=[CH:6][CH:5]=[CH:4][C:3]=1[C:8]1[C:12]([C:13]2[N:14]=[CH:15][NH:16][CH:17]=2)=[C:11]([CH3:18])[O:10][N:9]=1.I[C:20]1[CH:25]=[CH:24][C:23]([O:26][CH3:27])=[CH:22][CH:21]=1.N1CCC[C@H]1C(O)=O.C(=O)([O-])[O-].[K+].[K+], predict the reaction product. The product is: [F:1][C:2]1[CH:7]=[CH:6][CH:5]=[CH:4][C:3]=1[C:8]1[C:12]([C:13]2[N:14]=[CH:15][N:16]([C:20]3[CH:25]=[CH:24][C:23]([O:26][CH3:27])=[CH:22][CH:21]=3)[CH:17]=2)=[C:11]([CH3:18])[O:10][N:9]=1.